The task is: Predict the reaction yield, written as a fraction of the theoretical maximum amount of product (1.0 means a 100% yield; for example, 0.34 means a 34% yield).. This data is from Reaction yield outcomes from USPTO patents with 853,638 reactions. (1) The reactants are CC1(C)[C@@H:6]([CH2:7][C:8]([OH:10])=[O:9])[C:5](=[O:11])OO1.[CH2:13]1[CH2:17][O:16]CC1.B.[CH2:19]1COCC1. The catalyst is CO. The product is [OH:11][CH2:5][CH2:6][C@H:7]1[O:16][C:17]([CH3:13])([CH3:19])[O:10][C:8]1=[O:9]. The yield is 0.490. (2) The reactants are C(C(CCCC)C([O-])=O)C.[Na+:11].[Cl:12][C:13]1[CH:38]=[CH:37][C:16]2[C:17](=[O:36])[N:18]=[C:19]([C:21]3[N:26]=[C:25]([CH2:27][CH2:28][C:29]([OH:31])=[O:30])[CH:24]=[C:23]([S:32]([CH3:35])(=[O:34])=[O:33])[CH:22]=3)[S:20][C:15]=2[CH:14]=1. The catalyst is CC(C)=O. The product is [Cl:12][C:13]1[CH:38]=[CH:37][C:16]2[C:17](=[O:36])[N:18]=[C:19]([C:21]3[N:26]=[C:25]([CH2:27][CH2:28][C:29]([O-:31])=[O:30])[CH:24]=[C:23]([S:32]([CH3:35])(=[O:33])=[O:34])[CH:22]=3)[S:20][C:15]=2[CH:14]=1.[Na+:11]. The yield is 0.900. (3) The reactants are [C:1]([C:3]1[CH:4]=[C:5]2[C:9](=[CH:10][CH:11]=1)[N:8]([S:12]([C:15]1[CH:20]=[CH:19][C:18]([O:21][CH3:22])=[CH:17][C:16]=1[O:23][CH3:24])(=[O:14])=[O:13])[C:7](=[O:25])[C@@:6]2([NH:35][C:36]([N:38]1[CH2:43][CH2:42][N:41]([CH:44]2[CH2:49][CH2:48][N:47](C(OC(C)(C)C)=O)[CH2:46][CH2:45]2)[CH2:40][CH2:39]1)=[O:37])[C:26]1[C:27]([O:32][CH2:33][CH3:34])=[N:28][CH:29]=[CH:30][CH:31]=1)#[N:2].FC(F)(F)C(O)=O. The catalyst is C(Cl)Cl. The product is [C:1]([C:3]1[CH:4]=[C:5]2[C:9](=[CH:10][CH:11]=1)[N:8]([S:12]([C:15]1[CH:20]=[CH:19][C:18]([O:21][CH3:22])=[CH:17][C:16]=1[O:23][CH3:24])(=[O:14])=[O:13])[C:7](=[O:25])[C@@:6]2([NH:35][C:36]([N:38]1[CH2:43][CH2:42][N:41]([CH:44]2[CH2:45][CH2:46][NH:47][CH2:48][CH2:49]2)[CH2:40][CH2:39]1)=[O:37])[C:26]1[C:27]([O:32][CH2:33][CH3:34])=[N:28][CH:29]=[CH:30][CH:31]=1)#[N:2]. The yield is 0.360. (4) The reactants are [Cl:1][C:2]1[N:7]=[C:6]([NH:8]C(=O)C(C)(C)C)[CH:5]=[CH:4][C:3]=1[CH3:15].C([O-])(O)=O.[Na+]. The catalyst is Cl. The product is [Cl:1][C:2]1[N:7]=[C:6]([NH2:8])[CH:5]=[CH:4][C:3]=1[CH3:15]. The yield is 0.360. (5) The reactants are [C:1]([C:3]1[CH:4]=[C:5]([C:9]2[C:10]3[N:11]([C:25]([CH2:28][CH3:29])=[CH:26][CH:27]=3)[N:12]=[C:13]([CH3:24])[C:14]=2[CH2:15][CH2:16][CH2:17][CH2:18]C(OCC)=O)[CH:6]=[CH:7][CH:8]=1)#[N:2].[BH4-].[Li+].[O:32]1[CH2:36][CH2:35][CH2:34][CH2:33]1. No catalyst specified. The product is [CH2:28]([C:25]1[N:11]2[N:12]=[C:13]([CH3:24])[C:14]([CH2:15][CH2:16][CH2:17][CH2:18][CH2:34][CH2:33][OH:32])=[C:9]([C:5]3[CH:4]=[C:3]([CH:8]=[CH:7][CH:6]=3)[C:1]#[N:2])[C:10]2=[CH:27][CH:26]=1)[CH3:29].[NH2:2][CH2:1][C:3]1[CH:4]=[C:5]([C:9]2[C:10]3[N:11]([C:25]([CH2:28][CH3:29])=[CH:26][CH:27]=3)[N:12]=[C:13]([CH3:24])[C:14]=2[CH2:15][CH2:16][CH2:36][CH2:35][CH2:34][CH2:33][OH:32])[CH:6]=[CH:7][CH:8]=1. The yield is 0.645.